This data is from Full USPTO retrosynthesis dataset with 1.9M reactions from patents (1976-2016). The task is: Predict the reactants needed to synthesize the given product. (1) The reactants are: [CH3:1][C:2]1[C:3]([N:16]2[CH:20]=[C:19]([CH3:21])[N:18]=[N:17]2)=[N:4][C:5]2[N:6]([N:8]=[CH:9][C:10]=2[C:11]([O:13]CC)=O)[CH:7]=1.Cl.[NH2:23][C@@H:24]([C:29]1[CH:34]=[CH:33][C:32]([O:35][C:36]([F:39])([F:38])[F:37])=[CH:31][CH:30]=1)[C:25]([CH3:28])([OH:27])[CH3:26].C[Al](C)C.C1(C)C=CC=CC=1.C(=O)([O-])O.[Na+]. Given the product [OH:27][C:25]([CH3:28])([CH3:26])[C@@H:24]([NH:23][C:11]([C:10]1[CH:9]=[N:8][N:6]2[CH:7]=[C:2]([CH3:1])[C:3]([N:16]3[CH:20]=[C:19]([CH3:21])[N:18]=[N:17]3)=[N:4][C:5]=12)=[O:13])[C:29]1[CH:30]=[CH:31][C:32]([O:35][C:36]([F:37])([F:38])[F:39])=[CH:33][CH:34]=1, predict the reactants needed to synthesize it. (2) Given the product [F:1][C:2]1[CH:3]=[N:4][C:5]2[C:10]([C:11]=1[CH:12]1[O:31][C:42](=[O:44])[O:14][CH:13]1[C:15]13[CH2:20][CH2:19][C:18]([NH:23][C:24](=[O:30])[O:25][C:26]([CH3:28])([CH3:29])[CH3:27])([CH2:21][CH2:22]1)[CH2:17][O:16]3)=[N:9][C:8]([O:32][CH3:33])=[CH:7][CH:6]=2, predict the reactants needed to synthesize it. The reactants are: [F:1][C:2]1[CH:3]=[N:4][C:5]2[C:10]([C:11]=1[CH:12]([OH:31])[CH:13]([C:15]13[CH2:22][CH2:21][C:18]([NH:23][C:24](=[O:30])[O:25][C:26]([CH3:29])([CH3:28])[CH3:27])([CH2:19][CH2:20]1)[CH2:17][O:16]3)[OH:14])=[N:9][C:8]([O:32][CH3:33])=[CH:7][CH:6]=2.C(N(CC)CC)C.Cl[C:42](Cl)([O:44]C(=O)OC(Cl)(Cl)Cl)Cl. (3) The reactants are: [CH3:1][C:2]1[CH:7]=[CH:6][CH:5]=[C:4]([CH3:8])[C:3]=1[NH:9][C:10]([CH:12]1[C:20]2[C:15](=[CH:16][CH:17]=[CH:18][CH:19]=2)[C:14](=[O:21])[N:13]1[CH2:22][C:23]1[CH:28]=[CH:27][CH:26]=[CH:25][C:24]=1[O:29][CH3:30])=[O:11].[CH2:31]1COCC1.O(C)S(C(F)(F)F)(=O)=O. Given the product [CH3:1][C:2]1[CH:7]=[CH:6][CH:5]=[C:4]([CH3:8])[C:3]=1[N:9]([CH3:31])[C:10]([CH:12]1[C:20]2[C:15](=[CH:16][CH:17]=[CH:18][CH:19]=2)[C:14](=[O:21])[N:13]1[CH2:22][C:23]1[CH:28]=[CH:27][CH:26]=[CH:25][C:24]=1[O:29][CH3:30])=[O:11], predict the reactants needed to synthesize it. (4) Given the product [NH2:2][C:3]1[C:13]2[C:12](=[CH:17][CH:16]=[CH:15][CH:14]=2)[C:11]([O:26][C:25]2[N:23]=[CH:22][N:1]=[C:9]([NH:10][C:6]3[CH:5]=[C:4]4[C:9](=[CH:8][CH:7]=3)[NH:1][N:2]=[CH:3]4)[CH:8]=2)=[CH:5][CH:4]=1, predict the reactants needed to synthesize it. The reactants are: [NH:1]1[C:9]2[C:4](=[CH:5][C:6]([NH2:10])=[CH:7][CH:8]=2)[CH:3]=[N:2]1.[CH3:11][C:12]1[CH:13]=[CH:14][C:15](S(O)(=O)=O)=[CH:16][CH:17]=1.[CH3:22][N:23]([CH:25]=[O:26])C. (5) Given the product [CH2:1]([O:8][C:9]1[CH:14]=[CH:13][C:12]([F:15])=[CH:11][C:10]=1[CH:16]1[CH2:19][C:18](=[O:20])[CH2:17]1)[C:2]1[CH:3]=[CH:4][CH:5]=[CH:6][CH:7]=1, predict the reactants needed to synthesize it. The reactants are: [CH2:1]([O:8][C:9]1[CH:14]=[CH:13][C:12]([F:15])=[CH:11][C:10]=1[CH:16]1[CH2:19][C:18](=[O:20])[C:17]1(Cl)Cl)[C:2]1[CH:7]=[CH:6][CH:5]=[CH:4][CH:3]=1. (6) Given the product [C:12]([C:24]1[O:23][C:3]2[C:2]([Cl:1])=[CH:7][C:6]([F:8])=[C:5]([N:9]3[C:14](=[O:15])[CH:13]=[C:12]([C:16]([F:19])([F:18])[F:17])[CH:11]=[N:10]3)[C:4]=2[N:20]=1)([CH3:16])([CH3:13])[CH3:11], predict the reactants needed to synthesize it. The reactants are: [Cl:1][C:2]1[CH:7]=[C:6]([F:8])[C:5]([N:9]2[C:14](=[O:15])[CH:13]=[C:12]([C:16]([F:19])([F:18])[F:17])[CH:11]=[N:10]2)=[C:4]([N+:20]([O-])=O)[C:3]=1[O:23][CH3:24].O. (7) Given the product [CH3:10][N:11]1[CH:15]=[C:14]([C:16]2[CH:17]=[CH:18][C:19]([C:20]([NH:53][CH2:54][C:55](=[O:56])[N:57]3[CH2:58][CH2:59][N:60]([C:63](=[O:74])[C:64]4[CH:69]=[CH:68][CH:67]=[CH:66][C:65]=4[C:70]([F:71])([F:73])[F:72])[CH2:61][CH2:62]3)=[O:22])=[CH:23][CH:24]=2)[CH:13]=[N:12]1, predict the reactants needed to synthesize it. The reactants are: CCN(C(C)C)C(C)C.[CH3:10][N:11]1[CH:15]=[C:14]([C:16]2[CH:24]=[CH:23][C:19]([C:20]([OH:22])=O)=[CH:18][CH:17]=2)[CH:13]=[N:12]1.C1C=CC2N(O)N=NC=2C=1.CCN=C=NCCCN(C)C.FC(F)(F)C(O)=O.[NH2:53][CH2:54][C:55]([N:57]1[CH2:62][CH2:61][N:60]([C:63](=[O:74])[C:64]2[CH:69]=[CH:68][CH:67]=[CH:66][C:65]=2[C:70]([F:73])([F:72])[F:71])[CH2:59][CH2:58]1)=[O:56]. (8) Given the product [C:103]([O:107][C:108]([NH:110][C@H:111]([C:115]1[CH:120]=[CH:119][C:118]([O:121][CH2:122][C@@H:123]2[CH2:127][O:126][C:125]([CH3:129])([CH3:128])[O:124]2)=[CH:117][CH:116]=1)[C:112]([OH:114])=[O:113])=[O:109])([CH3:106])([CH3:104])[CH3:105], predict the reactants needed to synthesize it. The reactants are: IC1C=CC(C2NC([C@@H](N3C(=O)[C@@H](CCC(O)=O)NC3=O)C(C)C)=NC=2)=CC=1.C1(C[C@H]2NC(=O)N([C@H](C3NC(C4C=CC(I)=CC=4F)=C(C)N=3)[C@H](C3C=CC=CC=3)C)C2=O)CC1.N[C@H](C1C=CC(OC[C@@H](O)CO)=CC=1)C(N[C@H](C1NC(C2C=CC(I)=CC=2F)=C(Cl)N=1)[C@H](C1C=CC=CC=1)C)=O.[C:103]([O:107][C:108]([NH:110][C@H:111]([C:115]1[CH:120]=[CH:119][C:118]([O:121][CH2:122][C@H:123]2[CH2:127][O:126][C:125]([CH3:129])([CH3:128])[O:124]2)=[CH:117][CH:116]=1)[C:112]([OH:114])=[O:113])=[O:109])([CH3:106])([CH3:105])[CH3:104].CC1(C)O[C@H](CO)CO1.